The task is: Regression. Given two drug SMILES strings and cell line genomic features, predict the synergy score measuring deviation from expected non-interaction effect.. This data is from NCI-60 drug combinations with 297,098 pairs across 59 cell lines. (1) Drug 1: C1=CC(=CC=C1CCCC(=O)O)N(CCCl)CCCl. Drug 2: COC1=C2C(=CC3=C1OC=C3)C=CC(=O)O2. Cell line: MCF7. Synergy scores: CSS=19.5, Synergy_ZIP=-9.32, Synergy_Bliss=-2.67, Synergy_Loewe=-4.27, Synergy_HSA=-2.39. (2) Drug 1: C1CN1C2=NC(=NC(=N2)N3CC3)N4CC4. Drug 2: C(CN)CNCCSP(=O)(O)O. Cell line: RXF 393. Synergy scores: CSS=12.5, Synergy_ZIP=-2.55, Synergy_Bliss=4.86, Synergy_Loewe=-1.50, Synergy_HSA=2.65. (3) Drug 1: C1=NC2=C(N1)C(=S)N=C(N2)N. Drug 2: CC1C(C(CC(O1)OC2CC(CC3=C2C(=C4C(=C3O)C(=O)C5=C(C4=O)C(=CC=C5)OC)O)(C(=O)CO)O)N)O.Cl. Cell line: CCRF-CEM. Synergy scores: CSS=55.3, Synergy_ZIP=-10.5, Synergy_Bliss=-18.9, Synergy_Loewe=-16.2, Synergy_HSA=-14.0. (4) Cell line: SK-MEL-5. Synergy scores: CSS=61.7, Synergy_ZIP=-2.91, Synergy_Bliss=-1.73, Synergy_Loewe=-4.61, Synergy_HSA=2.45. Drug 1: CCN(CC)CCCC(C)NC1=C2C=C(C=CC2=NC3=C1C=CC(=C3)Cl)OC. Drug 2: N.N.Cl[Pt+2]Cl. (5) Drug 1: C1CCN(CC1)CCOC2=CC=C(C=C2)C(=O)C3=C(SC4=C3C=CC(=C4)O)C5=CC=C(C=C5)O. Drug 2: CC1CCC2CC(C(=CC=CC=CC(CC(C(=O)C(C(C(=CC(C(=O)CC(OC(=O)C3CCCCN3C(=O)C(=O)C1(O2)O)C(C)CC4CCC(C(C4)OC)OCCO)C)C)O)OC)C)C)C)OC. Cell line: RXF 393. Synergy scores: CSS=9.25, Synergy_ZIP=-5.08, Synergy_Bliss=-5.36, Synergy_Loewe=-24.1, Synergy_HSA=-6.46.